From a dataset of NCI-60 drug combinations with 297,098 pairs across 59 cell lines. Regression. Given two drug SMILES strings and cell line genomic features, predict the synergy score measuring deviation from expected non-interaction effect. (1) Drug 1: CN(C)N=NC1=C(NC=N1)C(=O)N. Drug 2: CCC1(CC2CC(C3=C(CCN(C2)C1)C4=CC=CC=C4N3)(C5=C(C=C6C(=C5)C78CCN9C7C(C=CC9)(C(C(C8N6C)(C(=O)OC)O)OC(=O)C)CC)OC)C(=O)OC)O.OS(=O)(=O)O. Cell line: HCT116. Synergy scores: CSS=40.4, Synergy_ZIP=-0.935, Synergy_Bliss=0.204, Synergy_Loewe=-14.0, Synergy_HSA=1.85. (2) Drug 1: CCCS(=O)(=O)NC1=C(C(=C(C=C1)F)C(=O)C2=CNC3=C2C=C(C=N3)C4=CC=C(C=C4)Cl)F. Drug 2: CNC(=O)C1=CC=CC=C1SC2=CC3=C(C=C2)C(=NN3)C=CC4=CC=CC=N4. Cell line: LOX IMVI. Synergy scores: CSS=29.3, Synergy_ZIP=-0.561, Synergy_Bliss=-0.228, Synergy_Loewe=-4.99, Synergy_HSA=1.68. (3) Drug 1: CC1=C2C(C(=O)C3(C(CC4C(C3C(C(C2(C)C)(CC1OC(=O)C(C(C5=CC=CC=C5)NC(=O)C6=CC=CC=C6)O)O)OC(=O)C7=CC=CC=C7)(CO4)OC(=O)C)O)C)OC(=O)C. Drug 2: C1CNP(=O)(OC1)N(CCCl)CCCl. Cell line: KM12. Synergy scores: CSS=56.8, Synergy_ZIP=-1.00, Synergy_Bliss=-4.87, Synergy_Loewe=-74.2, Synergy_HSA=-5.18. (4) Cell line: OVCAR-8. Synergy scores: CSS=29.2, Synergy_ZIP=-9.31, Synergy_Bliss=0.285, Synergy_Loewe=3.49, Synergy_HSA=3.80. Drug 1: CCN(CC)CCCC(C)NC1=C2C=C(C=CC2=NC3=C1C=CC(=C3)Cl)OC. Drug 2: C1C(C(OC1N2C=NC(=NC2=O)N)CO)O. (5) Drug 1: COC1=NC(=NC2=C1N=CN2C3C(C(C(O3)CO)O)O)N. Drug 2: CC1CCC2CC(C(=CC=CC=CC(CC(C(=O)C(C(C(=CC(C(=O)CC(OC(=O)C3CCCCN3C(=O)C(=O)C1(O2)O)C(C)CC4CCC(C(C4)OC)OCCO)C)C)O)OC)C)C)C)OC. Cell line: COLO 205. Synergy scores: CSS=11.6, Synergy_ZIP=-4.13, Synergy_Bliss=-1.06, Synergy_Loewe=0.614, Synergy_HSA=0.347. (6) Synergy scores: CSS=43.5, Synergy_ZIP=-10.2, Synergy_Bliss=-4.30, Synergy_Loewe=-6.23, Synergy_HSA=-0.669. Cell line: T-47D. Drug 1: CCC1=CC2CC(C3=C(CN(C2)C1)C4=CC=CC=C4N3)(C5=C(C=C6C(=C5)C78CCN9C7C(C=CC9)(C(C(C8N6C)(C(=O)OC)O)OC(=O)C)CC)OC)C(=O)OC.C(C(C(=O)O)O)(C(=O)O)O. Drug 2: CC1=C(C(=O)C2=C(C1=O)N3CC4C(C3(C2COC(=O)N)OC)N4)N. (7) Drug 1: CS(=O)(=O)OCCCCOS(=O)(=O)C. Drug 2: CN(C(=O)NC(C=O)C(C(C(CO)O)O)O)N=O. Cell line: HOP-62. Synergy scores: CSS=-0.157, Synergy_ZIP=5.77, Synergy_Bliss=13.4, Synergy_Loewe=-48.3, Synergy_HSA=-2.96. (8) Drug 1: CN(C)N=NC1=C(NC=N1)C(=O)N. Drug 2: C1C(C(OC1N2C=C(C(=O)NC2=O)F)CO)O. Cell line: MDA-MB-435. Synergy scores: CSS=11.0, Synergy_ZIP=-2.43, Synergy_Bliss=-1.83, Synergy_Loewe=-19.2, Synergy_HSA=-6.05.